Predict the product of the given reaction. From a dataset of Forward reaction prediction with 1.9M reactions from USPTO patents (1976-2016). (1) Given the reactants [CH3:1][CH:2]([CH3:33])[C@H:3]([N:7]1[CH2:15][C:14]2[C:9](=[CH:10][C:11]([C:16]3[CH:21]=[CH:20][C:19]([NH:22][S:23]([C:26]4[CH:31]=CC=C[CH:27]=4)(=[O:25])=[O:24])=[CH:18][CH:17]=3)=[CH:12][CH:13]=2)[C:8]1=[O:32])[C:4]([OH:6])=[O:5].CC(C)[C@H](N1CC2C(=CC(C3C=CC(NS(C(C)C)(=O)=O)=CC=3)=CC=2)C1=O)C(OC)=O, predict the reaction product. The product is: [CH3:1][CH:2]([CH3:33])[C@H:3]([N:7]1[CH2:15][C:14]2[C:9](=[CH:10][C:11]([C:16]3[CH:21]=[CH:20][C:19]([NH:22][S:23]([CH:26]([CH3:31])[CH3:27])(=[O:25])=[O:24])=[CH:18][CH:17]=3)=[CH:12][CH:13]=2)[C:8]1=[O:32])[C:4]([OH:6])=[O:5]. (2) Given the reactants [CH3:1][N:2]1[CH2:7][CH2:6][CH:5]([O:8][C:9]2[CH:10]=[CH:11][C:12]3[N:16]=[CH:15][N:14]([C:17]4[S:21][C:20]([C:22]([O:24]C)=O)=[C:19]([O:26][C@@H:27]([C:29]5[CH:34]=[CH:33][CH:32]=[CH:31][C:30]=5[C:35]([F:38])([F:37])[F:36])[CH3:28])[CH:18]=4)[C:13]=3[CH:39]=2)[CH2:4][CH2:3]1.CO.[NH3:42], predict the reaction product. The product is: [CH3:1][N:2]1[CH2:7][CH2:6][CH:5]([O:8][C:9]2[CH:10]=[CH:11][C:12]3[N:16]=[CH:15][N:14]([C:17]4[S:21][C:20]([C:22]([NH2:42])=[O:24])=[C:19]([O:26][C@@H:27]([C:29]5[CH:34]=[CH:33][CH:32]=[CH:31][C:30]=5[C:35]([F:38])([F:36])[F:37])[CH3:28])[CH:18]=4)[C:13]=3[CH:39]=2)[CH2:4][CH2:3]1. (3) Given the reactants I[C:2]1[CH:3]=[C:4]([CH2:13][C:14]([N:16]2[CH2:21][CH2:20][N:19]([CH2:22][CH2:23][C:24]3[CH:33]=[CH:32][C:27]4[C:28](=[O:31])[O:29][CH2:30][C:26]=4[CH:25]=3)[CH2:18][CH2:17]2)=[O:15])[CH:5]=[CH:6][C:7]=1[N:8]1[CH:12]=[N:11][N:10]=[N:9]1.[C:34]([Cu])#[N:35].O, predict the reaction product. The product is: [O:15]=[C:14]([N:16]1[CH2:21][CH2:20][N:19]([CH2:22][CH2:23][C:24]2[CH:33]=[CH:32][C:27]3[C:28](=[O:31])[O:29][CH2:30][C:26]=3[CH:25]=2)[CH2:18][CH2:17]1)[CH2:13][C:4]1[CH:5]=[CH:6][C:7]([N:8]2[CH:12]=[N:11][N:10]=[N:9]2)=[C:2]([CH:3]=1)[C:34]#[N:35]. (4) Given the reactants [F:1][C:2]1[CH:7]=[CH:6][C:5]([C:8]2[C:13]([CH2:14]O)=[C:12]([CH:16]([CH3:18])[CH3:17])[N:11]=[C:10]([N:19]([CH3:24])[S:20]([CH3:23])(=[O:22])=[O:21])[N:9]=2)=[CH:4][CH:3]=1.[BrH:25], predict the reaction product. The product is: [Br:25][CH2:14][C:13]1[C:8]([C:5]2[CH:6]=[CH:7][C:2]([F:1])=[CH:3][CH:4]=2)=[N:9][C:10]([N:19]([CH3:24])[S:20]([CH3:23])(=[O:22])=[O:21])=[N:11][C:12]=1[CH:16]([CH3:18])[CH3:17]. (5) Given the reactants Br[C:2]1[C:6]2[O:7][C:8]([N:12]3[CH2:17][CH2:16][O:15][CH2:14][CH2:13]3)=[CH:9][C:10](=[O:11])[C:5]=2[S:4][CH:3]=1.[C:18]1([C:24]#[CH:25])[CH:23]=[CH:22][CH:21]=[CH:20][CH:19]=1.C(NC(C)C)(C)C, predict the reaction product. The product is: [O:15]1[CH2:16][CH2:17][N:12]([C:8]2[O:7][C:6]3[C:2]([C:25]#[C:24][C:18]4[CH:23]=[CH:22][CH:21]=[CH:20][CH:19]=4)=[CH:3][S:4][C:5]=3[C:10](=[O:11])[CH:9]=2)[CH2:13][CH2:14]1. (6) Given the reactants ClC1C=C(CCCNC(=O)/C=C2\OC(C)(C)OC\2=O)C=CC=1Cl.[NH2:24][CH2:25][CH2:26][O:27][CH2:28][CH2:29][O:30][CH2:31][CH2:32][NH:33][C:34](=[O:40])[O:35][C:36]([CH3:39])([CH3:38])[CH3:37].[O:41]=[C:42]1[C:50]2[C:45](=[CH:46][CH:47]=[CH:48][CH:49]=2)[C:44](=[O:51])[N:43]1[CH2:52][CH2:53][C:54](O)=[O:55], predict the reaction product. The product is: [O:41]=[C:42]1[C:50]2[C:45](=[CH:46][CH:47]=[CH:48][CH:49]=2)[C:44](=[O:51])[N:43]1[CH2:52][CH2:53][C:54]([NH:24][CH2:25][CH2:26][O:27][CH2:28][CH2:29][O:30][CH2:31][CH2:32][NH:33][C:34](=[O:40])[O:35][C:36]([CH3:37])([CH3:39])[CH3:38])=[O:55].